This data is from Forward reaction prediction with 1.9M reactions from USPTO patents (1976-2016). The task is: Predict the product of the given reaction. The product is: [Cl:20][C:15]1[CH:14]=[C:13]([CH:4]([CH2:5][CH:6]2[CH2:10][CH2:9][CH2:8][C:7]2([F:11])[F:12])[C:3]([NH:22][C:23]2[S:24][CH:25]=[CH:26][N:27]=2)=[O:21])[CH:18]=[CH:17][C:16]=1[Cl:19]. Given the reactants CO[C:3](=[O:21])[CH:4]([C:13]1[CH:18]=[CH:17][C:16]([Cl:19])=[C:15]([Cl:20])[CH:14]=1)[CH2:5][CH:6]1[CH2:10][CH2:9][CH2:8][C:7]1([F:12])[F:11].[NH2:22][C:23]1[S:24][CH:25]=[CH:26][N:27]=1.C[O-].[Mg+2].C[O-].CO, predict the reaction product.